Dataset: Forward reaction prediction with 1.9M reactions from USPTO patents (1976-2016). Task: Predict the product of the given reaction. Given the reactants [CH2:1]([N:4](C)[CH2:5][C@@H:6]([CH3:34])[O:7][C:8]1[CH:17]=[CH:16][CH:15]=[C:14]2[C:9]=1[C:10]([NH:18][C:19]1[CH:24]=[CH:23][C:22]([O:25][C:26]3[CH:27]=[N:28][C:29]([CH3:32])=[CH:30][CH:31]=3)=[C:21]([CH3:33])[CH:20]=1)=[N:11][CH:12]=[N:13]2)C=C, predict the reaction product. The product is: [CH3:34][C@@H:6]([O:7][C:8]1[CH:17]=[CH:16][CH:15]=[C:14]2[C:9]=1[C:10]([NH:18][C:19]1[CH:24]=[CH:23][C:22]([O:25][C:26]3[CH:27]=[N:28][C:29]([CH3:32])=[CH:30][CH:31]=3)=[C:21]([CH3:33])[CH:20]=1)=[N:11][CH:12]=[N:13]2)[CH2:5][NH:4][CH3:1].